This data is from Full USPTO retrosynthesis dataset with 1.9M reactions from patents (1976-2016). The task is: Predict the reactants needed to synthesize the given product. (1) Given the product [N+:12]([C:15]1[CH:16]=[C:17](/[CH:18]=[N:9]/[C:6]2[CH:5]=[CH:4][C:3]([C:2]([F:10])([F:11])[F:1])=[CH:8][CH:7]=2)[CH:20]=[CH:21][CH:22]=1)([O-:14])=[O:13], predict the reactants needed to synthesize it. The reactants are: [F:1][C:2]([F:11])([F:10])[C:3]1[CH:8]=[CH:7][C:6]([NH2:9])=[CH:5][CH:4]=1.[N+:12]([C:15]1[CH:16]=[C:17]([CH:20]=[CH:21][CH:22]=1)[CH:18]=O)([O-:14])=[O:13]. (2) Given the product [Br:2][C:3]1[CH:8]=[C:7]2[C:6](=[CH:5][CH:4]=1)[NH:9][C:12]1[CH2:11][CH2:5][CH2:4][CH2:3][C:8]2=1, predict the reactants needed to synthesize it. The reactants are: Cl.[Br:2][C:3]1[CH:8]=[CH:7][C:6]([NH:9]N)=[CH:5][CH:4]=1.[C:11](O)(=O)[CH3:12].C(=O)(O)[O-].[Na+]. (3) Given the product [F:1][C:2]1[CH:3]=[CH:4][C:5]([N:8]2[C:17]3[C:12](=[N:13][CH:14]=[C:15]([CH2:18][C:19]4[CH:24]=[CH:23][C:22]([F:25])=[CH:21][CH:20]=4)[CH:16]=3)[C:11]([OH:26])=[C:10]([C:27]([NH:34][CH3:33])=[O:29])[C:9]2=[O:32])=[CH:6][CH:7]=1, predict the reactants needed to synthesize it. The reactants are: [F:1][C:2]1[CH:7]=[CH:6][C:5]([N:8]2[C:17]3[C:12](=[N:13][CH:14]=[C:15]([CH2:18][C:19]4[CH:24]=[CH:23][C:22]([F:25])=[CH:21][CH:20]=4)[CH:16]=3)[C:11]([OH:26])=[C:10]([C:27]([O:29]CC)=O)[C:9]2=[O:32])=[CH:4][CH:3]=1.[CH3:33][NH2:34]. (4) The reactants are: Cl[C:2]1[CH:7]=[C:6]([Cl:8])[N:5]=[C:4]([NH2:9])[N:3]=1.[Cl:10][C:11]1[C:16]([CH3:17])=[CH:15][CH:14]=[CH:13][C:12]=1B(O)O.C(=O)([O-])[O-].[K+].[K+]. Given the product [Cl:8][C:6]1[CH:7]=[C:2]([C:12]2[CH:13]=[CH:14][CH:15]=[C:16]([CH3:17])[C:11]=2[Cl:10])[N:3]=[C:4]([NH2:9])[N:5]=1, predict the reactants needed to synthesize it. (5) The reactants are: [CH2:1]1[CH:5]2[CH2:6][NH:7][CH2:8][CH:4]2[CH2:3][N:2]1[C:9]([O:11][C:12]([CH3:15])([CH3:14])[CH3:13])=[O:10].Br[C:17]1[CH:22]=[CH:21][C:20]([F:23])=[CH:19][CH:18]=1.C1(P(C2C=CC=CC=2)C2C=CC3C(=CC=CC=3)C=2C2C3C(=CC=CC=3)C=CC=2P(C2C=CC=CC=2)C2C=CC=CC=2)C=CC=CC=1.C(O[Na])(C)(C)C. Given the product [F:23][C:20]1[CH:21]=[CH:22][C:17]([N:7]2[CH2:6][CH:5]3[CH2:1][N:2]([C:9]([O:11][C:12]([CH3:15])([CH3:14])[CH3:13])=[O:10])[CH2:3][CH:4]3[CH2:8]2)=[CH:18][CH:19]=1, predict the reactants needed to synthesize it.